Predict the reaction yield, written as a fraction of the theoretical maximum amount of product (1.0 means a 100% yield; for example, 0.34 means a 34% yield). From a dataset of Reaction yield outcomes from USPTO patents with 853,638 reactions. The reactants are Cl.N1C=CC=CC=1.[CH2:8]([N:12]1[CH:17]=[CH:16][CH:15]=[C:14]([O:18]C)[C:13]1=[S:20])[CH2:9][CH2:10][CH3:11].O. The catalyst is C(OCC)(=O)C. The product is [CH2:8]([N:12]1[CH:17]=[CH:16][CH:15]=[C:14]([OH:18])[C:13]1=[S:20])[CH2:9][CH2:10][CH3:11]. The yield is 0.00780.